Dataset: Reaction yield outcomes from USPTO patents with 853,638 reactions. Task: Predict the reaction yield, written as a fraction of the theoretical maximum amount of product (1.0 means a 100% yield; for example, 0.34 means a 34% yield). (1) The yield is 0.888. The product is [CH3:14][O:15][C:16](=[O:25])[C:17]1[CH:22]=[C:21]([N:10]2[CH2:11][CH2:12][N:8]([C:3]3[CH:4]=[N:5][CH:6]=[CH:7][C:2]=3[CH3:1])[C:9]2=[O:13])[CH:20]=[CH:19][C:18]=1[F:24]. The reactants are [CH3:1][C:2]1[CH:7]=[CH:6][N:5]=[CH:4][C:3]=1[N:8]1[CH2:12][CH2:11][NH:10][C:9]1=[O:13].[CH3:14][O:15][C:16](=[O:25])[C:17]1[CH:22]=[C:21](Br)[CH:20]=[CH:19][C:18]=1[F:24].N[C@@H]1CCCC[C@H]1N.P([O-])([O-])([O-])=O.[K+].[K+].[K+]. The catalyst is [Cu](I)I.O1CCOCC1. (2) The reactants are [CH3:1][N:2]1[CH:6]=[CH:5][CH:4]=[C:3]1[CH2:7][NH2:8].[N:9]([CH2:12][CH2:13][C:14]1[CH:19]=[CH:18][CH:17]=[CH:16][CH:15]=1)=[C:10]=[S:11]. The catalyst is C(OCC)(=O)C. The product is [CH3:1][N:2]1[CH:6]=[CH:5][CH:4]=[C:3]1[CH2:7][NH:8][C:10]([NH:9][CH2:12][CH2:13][C:14]1[CH:19]=[CH:18][CH:17]=[CH:16][CH:15]=1)=[S:11]. The yield is 0.600.